Predict which catalyst facilitates the given reaction. From a dataset of Catalyst prediction with 721,799 reactions and 888 catalyst types from USPTO. Reactant: [C:1]([O:5][C:6]([CH3:9])([CH3:8])[CH3:7])(=[O:4])[CH:2]=[CH2:3].[F:10][C:11]1[CH:12]=[C:13]([CH:17]=[CH:18][CH:19]=1)[CH2:14][CH2:15][NH2:16]. Product: [F:10][C:11]1[CH:12]=[C:13]([CH2:14][CH2:15][NH:16][CH2:3][CH2:2][C:1]([O:5][C:6]([CH3:9])([CH3:8])[CH3:7])=[O:4])[CH:17]=[CH:18][CH:19]=1. The catalyst class is: 8.